The task is: Predict the product of the given reaction.. This data is from Forward reaction prediction with 1.9M reactions from USPTO patents (1976-2016). Given the reactants N[C@H:2]([CH:6]1[CH2:11][CH2:10][CH2:9][CH2:8][CH2:7]1)[C:3]([OH:5])=[O:4].[BrH:12].N([O-])=O.[Na+], predict the reaction product. The product is: [Br:12][C@H:2]([CH:6]1[CH2:11][CH2:10][CH2:9][CH2:8][CH2:7]1)[C:3]([OH:5])=[O:4].